Dataset: Catalyst prediction with 721,799 reactions and 888 catalyst types from USPTO. Task: Predict which catalyst facilitates the given reaction. (1) Reactant: [CH2:1]([Li])[CH3:2].[CH:4]([N:17]1[CH2:20][C:19](=[O:21])[CH2:18]1)([C:11]1[CH:16]=[CH:15][CH:14]=[CH:13][CH:12]=1)[C:5]1[CH:10]=[CH:9][CH:8]=[CH:7][CH:6]=1.O. Product: [CH:4]([N:17]1[CH2:20][C:19]([CH2:1][CH3:2])([OH:21])[CH2:18]1)([C:11]1[CH:16]=[CH:15][CH:14]=[CH:13][CH:12]=1)[C:5]1[CH:6]=[CH:7][CH:8]=[CH:9][CH:10]=1. The catalyst class is: 28. (2) Reactant: [CH3:1][CH:2]1[CH2:4][CH:3]1[CH2:5][OH:6].[H-].[Na+].F[C:10]1[CH:15]=[CH:14][C:13]([N+:16]([O-:18])=[O:17])=[CH:12][CH:11]=1.[Cl-].[NH4+]. Product: [CH3:1][CH:2]1[CH2:4][CH:3]1[CH2:5][O:6][C:10]1[CH:15]=[CH:14][C:13]([N+:16]([O-:18])=[O:17])=[CH:12][CH:11]=1. The catalyst class is: 9.